This data is from Catalyst prediction with 721,799 reactions and 888 catalyst types from USPTO. The task is: Predict which catalyst facilitates the given reaction. (1) Reactant: Cl[C:2]1[C:11]([CH3:12])=[C:10]([Cl:13])[C:9]2[C:4](=[CH:5][C:6]([F:15])=[CH:7][C:8]=2[F:14])[N:3]=1.[CH3:16][N:17]1[C:25]2[C:20](=[CH:21][C:22](B3OC(C)(C)C(C)(C)O3)=[CH:23][CH:24]=2)[CH:19]=[CH:18]1.C(=O)([O-])[O-].[K+].[K+]. Product: [Cl:13][C:10]1[C:9]2[C:4](=[CH:5][C:6]([F:15])=[CH:7][C:8]=2[F:14])[N:3]=[C:2]([C:22]2[CH:21]=[C:20]3[C:25](=[CH:24][CH:23]=2)[N:17]([CH3:16])[CH:18]=[CH:19]3)[C:11]=1[CH3:12]. The catalyst class is: 11. (2) Reactant: [Br:1][C:2]1[CH:7]=[C:6]([CH3:8])[CH:5]=[CH:4][C:3]=1[OH:9].C(=O)([O-])[O-].[K+].[K+].Br[CH2:17][C:18]([O:20][C:21]([CH3:24])([CH3:23])[CH3:22])=[O:19]. Product: [C:21]([O:20][C:18](=[O:19])[CH2:17][O:9][C:3]1[CH:4]=[CH:5][C:6]([CH3:8])=[CH:7][C:2]=1[Br:1])([CH3:24])([CH3:23])[CH3:22]. The catalyst class is: 21.